This data is from Forward reaction prediction with 1.9M reactions from USPTO patents (1976-2016). The task is: Predict the product of the given reaction. (1) Given the reactants [Cl:1][C:2]1[C:3]([CH2:19]OC)=[N:4][NH:5][C:6]=1[C:7]1[C:8]([CH3:18])=[CH:9][C:10]([CH3:17])=[C:11]([CH:16]=1)[C:12]([O:14]C)=[O:13].[BrH:22].CC(O)=O, predict the reaction product. The product is: [Br:22][CH2:19][C:3]1[C:2]([Cl:1])=[C:6]([C:7]2[C:8]([CH3:18])=[CH:9][C:10]([CH3:17])=[C:11]([CH:16]=2)[C:12]([OH:14])=[O:13])[NH:5][N:4]=1. (2) Given the reactants [C:1]([O:5][CH3:6])(=[O:4])[CH2:2][SH:3].[CH3:7][O:8][CH2:9]CO, predict the reaction product. The product is: [C:1]([O:5][CH2:6][CH2:7][O:8][CH3:9])(=[O:4])[CH2:2][SH:3]. (3) Given the reactants [C:1]([C:3]1[CH:8]=[CH:7][C:6]([C:9]2[O:10][C:11]3[CH:17]=[CH:16][C:15]([OH:18])=[CH:14][C:12]=3[N:13]=2)=[CH:5][CH:4]=1)#[N:2].Cl[CH2:20][CH2:21][CH2:22][CH2:23][CH2:24][CH2:25][OH:26].C([O-])([O-])=O.[K+].[K+].O, predict the reaction product. The product is: [C:1]([C:3]1[CH:8]=[CH:7][C:6]([C:9]2[O:10][C:11]3[CH:17]=[CH:16][C:15]([O:18][CH2:20][CH2:21][CH2:22][CH2:23][CH2:24][CH2:25][OH:26])=[CH:14][C:12]=3[N:13]=2)=[CH:5][CH:4]=1)#[N:2]. (4) The product is: [CH2:1]([O:8][C:9](=[O:33])[C@@H:10]([NH:25][C:26]([O:28][C:29]([CH3:30])([CH3:32])[CH3:31])=[O:27])[CH2:11][CH2:12][C:13](=[O:24])[NH:14][C:15]1[CH:20]=[C:19]([CH3:21])[C:18]([CH3:22])=[CH:17][C:16]=1[NH:23][CH2:34][C:35]([CH3:38])([CH3:37])[CH3:36])[C:2]1[CH:7]=[CH:6][CH:5]=[CH:4][CH:3]=1. Given the reactants [CH2:1]([O:8][C:9](=[O:33])[C@@H:10]([NH:25][C:26]([O:28][C:29]([CH3:32])([CH3:31])[CH3:30])=[O:27])[CH2:11][CH2:12][C:13](=[O:24])[NH:14][C:15]1[CH:20]=[C:19]([CH3:21])[C:18]([CH3:22])=[CH:17][C:16]=1[NH2:23])[C:2]1[CH:7]=[CH:6][CH:5]=[CH:4][CH:3]=1.[CH:34](=O)[C:35]([CH3:38])([CH3:37])[CH3:36].C(O[BH-](OC(=O)C)OC(=O)C)(=O)C.[Na+], predict the reaction product. (5) The product is: [F:28][C:22]1[CH:23]=[CH:24][C:25]([F:27])=[CH:26][C:21]=1[CH:9]([S:10][C:11]1[CH:16]=[CH:15][C:14]([C:17]([F:20])([F:19])[F:18])=[CH:13][N:12]=1)[C:5]1[C:6]([CH3:8])=[CH:7][C:2]([CH:42]=[O:43])=[N:3][CH:4]=1. Given the reactants Br[C:2]1[CH:7]=[C:6]([CH3:8])[C:5]([CH:9]([C:21]2[CH:26]=[C:25]([F:27])[CH:24]=[CH:23][C:22]=2[F:28])[S:10][C:11]2[CH:16]=[CH:15][C:14]([C:17]([F:20])([F:19])[F:18])=[CH:13][N:12]=2)=[CH:4][N:3]=1.CCCCCC.C([Li])CCC.CN(C)[CH:42]=[O:43], predict the reaction product.